Dataset: Forward reaction prediction with 1.9M reactions from USPTO patents (1976-2016). Task: Predict the product of the given reaction. (1) Given the reactants [C:1]([N:5]1[C:9]([C:10]2[CH:15]=[CH:14][CH:13]=[CH:12][CH:11]=2)=[CH:8][C:7]([C:16]([O:18]CC)=O)=[N:6]1)([CH3:4])([CH3:3])[CH3:2].[NH3:21], predict the reaction product. The product is: [C:1]([N:5]1[C:9]([C:10]2[CH:15]=[CH:14][CH:13]=[CH:12][CH:11]=2)=[CH:8][C:7]([C:16]([NH2:21])=[O:18])=[N:6]1)([CH3:4])([CH3:3])[CH3:2]. (2) Given the reactants Br[C:2]1[N:6]([C:7]([CH3:10])([CH3:9])[CH3:8])[N:5]=[CH:4][C:3]=1[C:11]1[S:12][CH:13]=[C:14]([CH2:16][C:17]([NH:19][CH2:20][CH:21]2[CH2:26][CH2:25][O:24][CH2:23][CH2:22]2)=[O:18])[N:15]=1.[Cl:27][C:28]1[CH:33]=[CH:32][C:31](B(O)O)=[CH:30][CH:29]=1.C(=O)([O-])[O-].[K+].[K+], predict the reaction product. The product is: [C:7]([N:6]1[C:2]([C:31]2[CH:32]=[CH:33][C:28]([Cl:27])=[CH:29][CH:30]=2)=[C:3]([C:11]2[S:12][CH:13]=[C:14]([CH2:16][C:17]([NH:19][CH2:20][CH:21]3[CH2:26][CH2:25][O:24][CH2:23][CH2:22]3)=[O:18])[N:15]=2)[CH:4]=[N:5]1)([CH3:10])([CH3:9])[CH3:8]. (3) Given the reactants [F:1][C:2]1[CH:7]=[CH:6][C:5]([NH:8][C:9]2[CH:16]=[CH:15][C:14]([CH3:17])=[CH:13][C:10]=2[C:11]#[N:12])=[C:4]([N+:18]([O-])=O)[CH:3]=1.[Sn](Cl)[Cl:22], predict the reaction product. The product is: [ClH:22].[F:1][C:2]1[CH:7]=[CH:6][C:5]2[NH:8][C:9]3[CH:16]=[CH:15][C:14]([CH3:17])=[CH:13][C:10]=3[C:11]([NH2:12])=[N:18][C:4]=2[CH:3]=1.